Task: Predict the reaction yield, written as a fraction of the theoretical maximum amount of product (1.0 means a 100% yield; for example, 0.34 means a 34% yield).. Dataset: Reaction yield outcomes from USPTO patents with 853,638 reactions (1) The product is [Br:9][C:3]1[C:2]([NH2:1])=[N:7][C:6]([O:8][CH3:10])=[CH:5][CH:4]=1. The yield is 0.130. The catalyst is CN(C=O)C. The reactants are [NH2:1][C:2]1[N:7]=[C:6]([OH:8])[CH:5]=[CH:4][C:3]=1[Br:9].[CH3:10][Si]([N-][Si](C)(C)C)(C)C.[K+].C1(C)C=CC=CC=1.S(OC)(OC)(=O)=O. (2) The reactants are [C:1]([C:5]1[CH:12]=[C:11]([CH2:13][Cl:14])[CH:10]=[C:7]([CH:8]=[O:9])[C:6]=1[OH:15])([CH3:4])([CH3:3])[CH3:2].[CH2:16]([NH:18][CH2:19][CH3:20])[CH3:17]. The catalyst is C(#N)C. The product is [ClH:14].[C:1]([C:5]1[CH:12]=[C:11]([CH2:13][N:18]([CH2:19][CH3:20])[CH2:16][CH3:17])[CH:10]=[C:7]([CH:8]=[O:9])[C:6]=1[OH:15])([CH3:4])([CH3:3])[CH3:2]. The yield is 0.770.